Dataset: Reaction yield outcomes from USPTO patents with 853,638 reactions. Task: Predict the reaction yield, written as a fraction of the theoretical maximum amount of product (1.0 means a 100% yield; for example, 0.34 means a 34% yield). (1) The reactants are [N:1]1[CH:6]=[CH:5][CH:4]=[CH:3][C:2]=1[C:7]1[CH:8]=[CH:9][C:10](=[O:19])[N:11]([C:13]2[CH:18]=[CH:17][CH:16]=[CH:15][CH:14]=2)[CH:12]=1.[Br:20]N1C(=O)CCC1=O.CN(C)C=O.CC(O)C. The catalyst is O. The product is [Br:20][C:9]1[C:10](=[O:19])[N:11]([C:13]2[CH:18]=[CH:17][CH:16]=[CH:15][CH:14]=2)[CH:12]=[C:7]([C:2]2[CH:3]=[CH:4][CH:5]=[CH:6][N:1]=2)[CH:8]=1. The yield is 0.864. (2) The reactants are [N+:1]([C:4]1[N:5]=[CH:6][N:7]([CH:9]2[CH2:14][CH2:13][N:12]([C:15]([O:17][C:18]([CH3:21])([CH3:20])[CH3:19])=[O:16])[CH2:11][CH2:10]2)[CH:8]=1)([O-])=O. The catalyst is [Pd].C(O)C. The product is [NH2:1][C:4]1[N:5]=[CH:6][N:7]([CH:9]2[CH2:14][CH2:13][N:12]([C:15]([O:17][C:18]([CH3:21])([CH3:20])[CH3:19])=[O:16])[CH2:11][CH2:10]2)[CH:8]=1. The yield is 0.950. (3) The reactants are FC(F)(F)S(O[C:7]1[C:16]2[C:11](=[C:12]([C:17]([F:20])([F:19])[F:18])[CH:13]=[CH:14][CH:15]=2)[N:10]=[CH:9][C:8]=1[C:21](=[O:28])[C:22]1[CH:27]=[CH:26][CH:25]=[CH:24][CH:23]=1)(=O)=O.[OH:31][C:32]1[CH:33]=[C:34](B(O)O)[CH:35]=[CH:36][CH:37]=1.[O-]P([O-])([O-])=O.[K+].[K+].[K+]. The catalyst is O1CCOCC1. The product is [OH:31][C:32]1[CH:33]=[C:34]([C:7]2[C:16]3[C:11](=[C:12]([C:17]([F:19])([F:18])[F:20])[CH:13]=[CH:14][CH:15]=3)[N:10]=[CH:9][C:8]=2[C:21]([C:22]2[CH:27]=[CH:26][CH:25]=[CH:24][CH:23]=2)=[O:28])[CH:35]=[CH:36][CH:37]=1. The yield is 0.860. (4) The reactants are [Cl:1][C:2]1[CH:11]=[N:10][C:9]2[N:8]=[C:7](O)[N:6]3[N:13]=[C:14]([CH3:16])[N:15]=[C:5]3[C:4]=2[CH:3]=1.O=P(Cl)(Cl)[Cl:19].CCN(C(C)C)C(C)C.C([O-])(O)=O.[Na+]. The catalyst is CCOC(C)=O. The product is [Cl:19][C:7]1[N:6]2[N:13]=[C:14]([CH3:16])[N:15]=[C:5]2[C:4]2[CH:3]=[C:2]([Cl:1])[CH:11]=[N:10][C:9]=2[N:8]=1. The yield is 0.350. (5) The reactants are [Cl:1][C:2]1[C:7]([N:8]2[CH2:13][CH2:12][CH:11]([C:14]3[CH:19]=[CH:18][CH:17]=[CH:16][C:15]=3[Cl:20])[CH2:10][CH2:9]2)=[CH:6][N:5]=[N:4][C:3]=1[NH:21][NH:22][C:23](=O)[CH2:24][CH:25]1[CH2:27][CH2:26]1.P(Cl)(Cl)(Cl)=O. The catalyst is C(#N)C. The product is [Cl:1][C:2]1[C:3]2[N:4]([C:23]([CH2:24][CH:25]3[CH2:27][CH2:26]3)=[N:22][N:21]=2)[N:5]=[CH:6][C:7]=1[N:8]1[CH2:13][CH2:12][CH:11]([C:14]2[CH:19]=[CH:18][CH:17]=[CH:16][C:15]=2[Cl:20])[CH2:10][CH2:9]1. The yield is 0.0360.